From a dataset of Catalyst prediction with 721,799 reactions and 888 catalyst types from USPTO. Predict which catalyst facilitates the given reaction. (1) Reactant: C(OC(=O)[NH:7][CH:8]1[CH2:12][CH:11]([C:13]([N:15]2[CH2:20][CH2:19][N:18]([C:21]3[CH:26]=[CH:25][CH:24]=[CH:23][C:22]=3[C:27]#[N:28])[CH2:17][CH2:16]2)=[O:14])[N:10]([CH2:29][C:30]2[CH:35]=[CH:34][CH:33]=[CH:32][CH:31]=2)[CH2:9]1)(C)(C)C. Product: [NH2:7][CH:8]1[CH2:9][N:10]([CH2:29][C:30]2[CH:35]=[CH:34][CH:33]=[CH:32][CH:31]=2)[CH:11]([C:13]([N:15]2[CH2:16][CH2:17][N:18]([C:21]3[CH:26]=[CH:25][CH:24]=[CH:23][C:22]=3[C:27]#[N:28])[CH2:19][CH2:20]2)=[O:14])[CH2:12]1. The catalyst class is: 157. (2) Reactant: [CH:1]([C:4]1[CH:9]=[CH:8][C:7]([C:10]2[C:14]3[C:15]([CH3:30])=[C:16]([NH:21][C:22](=O)[C:23]4[CH:28]=[CH:27][CH:26]=[CH:25][CH:24]=4)[C:17]([CH3:20])=[C:18]([CH3:19])[C:13]=3[O:12][C:11]=2[CH3:31])=[CH:6][CH:5]=1)([CH3:3])[CH3:2]. Product: [CH2:22]([NH:21][C:16]1[C:17]([CH3:20])=[C:18]([CH3:19])[C:13]2[O:12][C:11]([CH3:31])=[C:10]([C:7]3[CH:6]=[CH:5][C:4]([CH:1]([CH3:2])[CH3:3])=[CH:9][CH:8]=3)[C:14]=2[C:15]=1[CH3:30])[C:23]1[CH:28]=[CH:27][CH:26]=[CH:25][CH:24]=1. The catalyst class is: 8. (3) Reactant: [CH3:1][C:2]1([CH3:24])[S:6][C@@H:5]2[C@H:7]([NH:10][C:11]([C@H:13]([NH2:20])[C:14]3[CH:15]=[CH:16][CH:17]=[CH:18][CH:19]=3)=[O:12])[C:8](=[O:9])[N:4]2[C@H:3]1[C:21]([OH:23])=[O:22].O1CCCC1.[N+:30]([O-:33])([OH:32])=[O:31]. Product: [CH3:1][C:2]1([CH3:24])[S:6][C@@H:5]2[C@H:7]([NH:10][C:11]([C@H:13]([NH2:20])[C:14]3[CH:19]=[CH:18][CH:17]=[CH:16][CH:15]=3)=[O:12])[C:8](=[O:9])[N:4]2[C@H:3]1[C:21]([OH:23])=[O:22].[N+:30]([O-:33])([O-:32])=[O:31]. The catalyst class is: 10.